From a dataset of Reaction yield outcomes from USPTO patents with 853,638 reactions. Predict the reaction yield, written as a fraction of the theoretical maximum amount of product (1.0 means a 100% yield; for example, 0.34 means a 34% yield). (1) The reactants are [O:1]=[C:2]1[C:7]([C:8]([O:10]C)=[O:9])=[CH:6][CH:5]=[CH:4][N:3]1[C:12]1[CH:17]=[CH:16][CH:15]=[CH:14][N:13]=1.[OH-].[Na+].C(O)(C(F)(F)F)=O. The catalyst is CO. The product is [O:1]=[C:2]1[C:7]([C:8]([OH:10])=[O:9])=[CH:6][CH:5]=[CH:4][N:3]1[C:12]1[CH:17]=[CH:16][CH:15]=[CH:14][N:13]=1. The yield is 0.550. (2) The reactants are [N+:1]([C:4]1[CH:12]=[C:11]2[C:7]([C:8]([C:13]#[N:14])=[CH:9][NH:10]2)=[CH:6][CH:5]=1)([O-])=O. The catalyst is CCO.[Pd]. The product is [NH2:1][C:4]1[CH:12]=[C:11]2[C:7]([C:8]([C:13]#[N:14])=[CH:9][NH:10]2)=[CH:6][CH:5]=1. The yield is 0.990.